Predict which catalyst facilitates the given reaction. From a dataset of Catalyst prediction with 721,799 reactions and 888 catalyst types from USPTO. Reactant: P(OCC)(OCC)OCC.[Br:11][C:12]1[CH:17]=[CH:16][C:15]([C:18]2[N:19]=[C:20]([C@@H:27]3[CH2:31][CH2:30][CH2:29][N:28]3[C:32]([O:34][C:35]([CH3:38])([CH3:37])[CH3:36])=[O:33])[N:21](O)[C:22]=2[CH2:23][CH2:24][CH3:25])=[CH:14][CH:13]=1. Product: [Br:11][C:12]1[CH:13]=[CH:14][C:15]([C:18]2[N:19]=[C:20]([C@@H:27]3[CH2:31][CH2:30][CH2:29][N:28]3[C:32]([O:34][C:35]([CH3:36])([CH3:38])[CH3:37])=[O:33])[NH:21][C:22]=2[CH2:23][CH2:24][CH3:25])=[CH:16][CH:17]=1. The catalyst class is: 39.